Regression. Given two drug SMILES strings and cell line genomic features, predict the synergy score measuring deviation from expected non-interaction effect. From a dataset of NCI-60 drug combinations with 297,098 pairs across 59 cell lines. Drug 1: COC1=C(C=C2C(=C1)N=CN=C2NC3=CC(=C(C=C3)F)Cl)OCCCN4CCOCC4. Drug 2: C1=CC=C(C=C1)NC(=O)CCCCCCC(=O)NO. Cell line: COLO 205. Synergy scores: CSS=21.4, Synergy_ZIP=-3.11, Synergy_Bliss=1.39, Synergy_Loewe=2.84, Synergy_HSA=3.62.